Dataset: Full USPTO retrosynthesis dataset with 1.9M reactions from patents (1976-2016). Task: Predict the reactants needed to synthesize the given product. (1) Given the product [C:1]1([C:7]2[S:12][C:11]3[CH:13]=[CH:14][CH:15]=[CH:16][C:10]=3[O:9][C:8]=2[C:17]2[CH:18]=[CH:19][C:20]([O:23][CH2:30][CH2:29][N:24]3[CH2:28][CH2:27][CH2:26][CH2:25]3)=[CH:21][CH:22]=2)[CH:2]=[CH:3][CH:4]=[CH:5][CH:6]=1, predict the reactants needed to synthesize it. The reactants are: [C:1]1([C:7]2[S:12][C:11]3[CH:13]=[CH:14][CH:15]=[CH:16][C:10]=3[O:9][C:8]=2[C:17]2[CH:22]=[CH:21][C:20]([OH:23])=[CH:19][CH:18]=2)[CH:6]=[CH:5][CH:4]=[CH:3][CH:2]=1.[N:24]1([CH2:29][CH2:30]O)[CH2:28][CH2:27][CH2:26][CH2:25]1. (2) Given the product [Cl:16][C:17]1[N:18]=[C:19]([NH:15][CH:12]2[CH2:13][CH2:14][O:9][CH2:10][CH2:11]2)[C:20]([N+:29]([O-:31])=[O:30])=[C:21]([N:23]2[CH2:24][CH2:25][O:26][CH2:27][CH2:28]2)[N:22]=1, predict the reactants needed to synthesize it. The reactants are: C(N(CC)CC)C.Cl.[O:9]1[CH2:14][CH2:13][CH:12]([NH2:15])[CH2:11][CH2:10]1.[Cl:16][C:17]1[N:22]=[C:21]([N:23]2[CH2:28][CH2:27][O:26][CH2:25][CH2:24]2)[C:20]([N+:29]([O-:31])=[O:30])=[C:19](Cl)[N:18]=1.C(=O)([O-])O.[Na+]. (3) Given the product [Cl:1][C:2]1[C:11]2[C:6](=[C:7]([O:12][CH2:19][C:18]3[CH:21]=[CH:22][C:15]([O:14][CH3:13])=[CH:16][CH:17]=3)[CH:8]=[CH:9][CH:10]=2)[N:5]=[CH:4][CH:3]=1, predict the reactants needed to synthesize it. The reactants are: [Cl:1][C:2]1[C:11]2[C:6](=[C:7]([OH:12])[CH:8]=[CH:9][CH:10]=2)[N:5]=[CH:4][CH:3]=1.[CH3:13][O:14][C:15]1[CH:22]=[CH:21][C:18]([CH2:19]Cl)=[CH:17][CH:16]=1.